From a dataset of Full USPTO retrosynthesis dataset with 1.9M reactions from patents (1976-2016). Predict the reactants needed to synthesize the given product. (1) Given the product [F:23][C:24]1[CH:25]=[C:26]([C:30]2[N:31]=[C:32]([N:35]3[CH2:36][CH2:37][N:38]([C:15]([NH:7][C:6]4[N:2]([CH3:1])[N:3]=[CH:4][CH:5]=4)=[O:17])[CH2:39][CH2:40]3)[S:33][CH:34]=2)[CH:27]=[CH:28][CH:29]=1, predict the reactants needed to synthesize it. The reactants are: [CH3:1][N:2]1[C:6]([N:7]([C:15]([O:17]CC(Cl)(Cl)Cl)=O)C(OC(Cl)(Cl)Cl)=O)=[CH:5][CH:4]=[N:3]1.[F:23][C:24]1[CH:25]=[C:26]([C:30]2[N:31]=[C:32]([N:35]3[CH2:40][CH2:39][NH:38][CH2:37][CH2:36]3)[S:33][CH:34]=2)[CH:27]=[CH:28][CH:29]=1.C(N(C(C)C)CC)(C)C.O. (2) Given the product [N:21]1[CH:22]=[CH:23][CH:24]=[CH:25][C:20]=1[CH2:19][O:18][C:10]1[CH:9]=[C:8]([C:7]2[C:2]([NH2:26])=[N:3][CH:4]=[N:5][CH:6]=2)[C:17]2[CH2:16][CH2:15][CH2:14][CH2:13][C:12]=2[N:11]=1, predict the reactants needed to synthesize it. The reactants are: Cl[C:2]1[C:7]([C:8]2[C:17]3[CH2:16][CH2:15][CH2:14][CH2:13][C:12]=3[N:11]=[C:10]([O:18][CH2:19][C:20]3[CH:25]=[CH:24][CH:23]=[CH:22][N:21]=3)[CH:9]=2)=[CH:6][N:5]=[CH:4][N:3]=1.[NH3:26].CO. (3) Given the product [CH:56]1([C@H:51]([NH:50][C:32]([C:31]2[CH:35]=[CH:36][C:28]([N+:25]([O-:27])=[O:26])=[CH:29][C:30]=2[NH:37][C:38]([NH:40][C:41]2[C:46]([CH3:47])=[CH:45][C:44]([CH3:48])=[CH:43][C:42]=2[CH3:49])=[O:39])=[O:33])[C:52]([O:54][CH3:55])=[O:53])[CH2:61][CH2:60][CH2:59][CH2:58][CH2:57]1, predict the reactants needed to synthesize it. The reactants are: CN(C(ON1N=NC2C=CC=NC1=2)=[N+](C)C)C.F[P-](F)(F)(F)(F)F.[N+:25]([C:28]1[CH:36]=[CH:35][C:31]([C:32](O)=[O:33])=[C:30]([NH:37][C:38]([NH:40][C:41]2[C:46]([CH3:47])=[CH:45][C:44]([CH3:48])=[CH:43][C:42]=2[CH3:49])=[O:39])[CH:29]=1)([O-:27])=[O:26].[NH2:50][C@@H:51]([CH:56]1[CH2:61][CH2:60][CH2:59][CH2:58][CH2:57]1)[C:52]([O:54][CH3:55])=[O:53].C(N(C(C)C)CC)(C)C. (4) The reactants are: [Cl:1][C:2]1[CH:7]=[C:6]([Cl:8])[CH:5]=[CH:4][C:3]=1[C:9]1[N:10]=[C:11]([CH2:28][CH3:29])[C:12]([NH:17][C@@H]2C3C(=CC=CC=3)C[C@@H]2O)=[N:13][C:14]=1[CH2:15][CH3:16].BrC1N=C(CC)C(N[CH:40]2[C:49]3[C:44](=[CH:45][C:46]([O:50][CH3:51])=[CH:47][CH:48]=3)[CH2:43][CH2:42][CH2:41]2)=NC=1CC. Given the product [Cl:1][C:2]1[CH:7]=[C:6]([Cl:8])[CH:5]=[CH:4][C:3]=1[C:9]1[N:10]=[C:11]([CH2:28][CH3:29])[C:12]([NH:17][CH:40]2[C:49]3[C:44](=[CH:45][C:46]([O:50][CH3:51])=[CH:47][CH:48]=3)[CH2:43][CH2:42][CH2:41]2)=[N:13][C:14]=1[CH2:15][CH3:16], predict the reactants needed to synthesize it. (5) Given the product [NH2:23][C:10]1[CH:11]=[C:12]([CH2:15][N:16]2[CH2:20][C@@H:19]([CH3:21])[O:18][C:17]2=[O:22])[CH:13]=[N:14][C:9]=1[C:3]1[CH:4]=[CH:5][CH:6]=[C:7]([F:8])[C:2]=1[F:1], predict the reactants needed to synthesize it. The reactants are: [F:1][C:2]1[C:7]([F:8])=[CH:6][CH:5]=[CH:4][C:3]=1[C:9]1[N:14]=[CH:13][C:12]([CH2:15][N:16]2[CH2:20][C@@H:19]([CH3:21])[O:18][C:17]2=[O:22])=[CH:11][C:10]=1[N+:23]([O-])=O.[H][H]. (6) The reactants are: C([CH:8]([CH2:17][C:18]1[CH:23]=[CH:22][C:21]([N+:24]([O-])=O)=[C:20]([O:27][CH2:28][C:29]2[CH:34]=[CH:33][CH:32]=[CH:31][CH:30]=2)[CH:19]=1)[C:9]([C:11]1[CH:16]=[CH:15][CH:14]=[CH:13][CH:12]=1)=[O:10])C1C=CC=CC=1. Given the product [NH2:24][C:21]1[CH:22]=[CH:23][C:18]([CH2:17][CH:8]([C:11]2[CH:16]=[CH:15][CH:14]=[CH:13][CH:12]=2)[C:9]([C:11]2[CH:16]=[CH:15][CH:14]=[CH:13][CH:12]=2)=[O:10])=[CH:19][C:20]=1[O:27][CH2:28][C:29]1[CH:30]=[CH:31][CH:32]=[CH:33][CH:34]=1, predict the reactants needed to synthesize it.